The task is: Regression. Given two drug SMILES strings and cell line genomic features, predict the synergy score measuring deviation from expected non-interaction effect.. This data is from NCI-60 drug combinations with 297,098 pairs across 59 cell lines. Drug 1: C1=CC(=CC=C1C#N)C(C2=CC=C(C=C2)C#N)N3C=NC=N3. Drug 2: C1=NC2=C(N=C(N=C2N1C3C(C(C(O3)CO)O)O)F)N. Cell line: 786-0. Synergy scores: CSS=-3.81, Synergy_ZIP=1.96, Synergy_Bliss=2.70, Synergy_Loewe=-5.54, Synergy_HSA=-4.58.